Dataset: Forward reaction prediction with 1.9M reactions from USPTO patents (1976-2016). Task: Predict the product of the given reaction. (1) Given the reactants Cl[C:2]1[N:7]=[N:6][C:5]([C:8]([NH2:10])=[O:9])=[C:4]([NH:11][C:12]2[CH:17]=[CH:16][C:15]([F:18])=[C:14]([CH:19]([CH3:21])[CH3:20])[N:13]=2)[CH:3]=1.[CH2:22]([NH2:25])[CH2:23][NH2:24].[NH4+].[OH-], predict the reaction product. The product is: [NH2:24][CH2:23][CH2:22][NH:25][C:2]1[N:7]=[N:6][C:5]([C:8]([NH2:10])=[O:9])=[C:4]([NH:11][C:12]2[CH:17]=[CH:16][C:15]([F:18])=[C:14]([CH:19]([CH3:21])[CH3:20])[N:13]=2)[CH:3]=1. (2) Given the reactants [NH2:1][C:2]1[CH:7]=[CH:6][C:5]([C:8]2[C:12]3[C:13]([NH2:31])=[N:14][CH:15]=[C:16]([C:17]4[CH:22]=[CH:21][C:20]([O:23]CC5C=CC=CC=5)=[CH:19][CH:18]=4)[C:11]=3[S:10][CH:9]=2)=[CH:4][CH:3]=1, predict the reaction product. The product is: [NH2:31][C:13]1[C:12]2[C:8]([C:5]3[CH:4]=[CH:3][C:2]([NH2:1])=[CH:7][CH:6]=3)=[CH:9][S:10][C:11]=2[C:16]([C:17]2[CH:22]=[CH:21][C:20]([OH:23])=[CH:19][CH:18]=2)=[CH:15][N:14]=1.